From a dataset of Forward reaction prediction with 1.9M reactions from USPTO patents (1976-2016). Predict the product of the given reaction. (1) The product is: [N:5]1[CH:10]=[CH:9][N:8]=[C:7]2[NH:11][C:12]([C:14]3[C:22]4[C:17](=[CH:18][CH:19]=[CH:20][CH:21]=4)[N:16]([CH2:23][CH2:24][CH2:25][NH:26][C:1](=[O:3])[CH3:2])[CH:15]=3)=[CH:13][C:6]=12. Given the reactants [C:1](Cl)(=[O:3])[CH3:2].[N:5]1[CH:10]=[CH:9][N:8]=[C:7]2[NH:11][C:12]([C:14]3[C:22]4[C:17](=[CH:18][CH:19]=[CH:20][CH:21]=4)[N:16]([CH2:23][CH2:24][CH2:25][NH2:26])[CH:15]=3)=[CH:13][C:6]=12.C(N(CC)CC)C, predict the reaction product. (2) Given the reactants [NH2:1][C:2]1[CH:23]=[CH:22][C:5]([O:6][C:7]2[CH:8]=[CH:9][C:10]3[N:11]([N:13]=[C:14]([NH:16][C:17]([CH:19]4[CH2:21][CH2:20]4)=[O:18])[N:15]=3)[CH:12]=2)=[C:4]([F:24])[CH:3]=1.[C:25]1([NH:31][C:32]([C:34]2([C:37](O)=[O:38])[CH2:36][CH2:35]2)=[O:33])[CH:30]=[CH:29][CH:28]=[CH:27][CH:26]=1.C(N(CC)C(C)C)(C)C.CN(C(ON1N=NC2C=CC=NC1=2)=[N+](C)C)C.F[P-](F)(F)(F)(F)F, predict the reaction product. The product is: [CH:19]1([C:17]([NH:16][C:14]2[N:15]=[C:10]3[CH:9]=[CH:8][C:7]([O:6][C:5]4[CH:22]=[CH:23][C:2]([NH:1][C:37]([C:34]5([C:32]([NH:31][C:25]6[CH:30]=[CH:29][CH:28]=[CH:27][CH:26]=6)=[O:33])[CH2:36][CH2:35]5)=[O:38])=[CH:3][C:4]=4[F:24])=[CH:12][N:11]3[N:13]=2)=[O:18])[CH2:21][CH2:20]1. (3) Given the reactants [Cl:1][C:2]1[CH:24]=[CH:23][C:5]([CH2:6][NH:7][C:8]([C:10]2[CH:19]=[CH:18][C:13]([C:14]([O:16]C)=O)=[C:12]([N:20]=[C:21]=[S:22])[CH:11]=2)=[O:9])=[CH:4][CH:3]=1.[N:25]1[CH:30]=[CH:29][C:28]([NH2:31])=[CH:27][CH:26]=1, predict the reaction product. The product is: [Cl:1][C:2]1[CH:3]=[CH:4][C:5]([CH2:6][NH:7][C:8]([C:10]2[CH:11]=[C:12]3[C:13]([C:14](=[O:16])[N:31]([C:28]4[CH:29]=[CH:30][N:25]=[CH:26][CH:27]=4)[C:21](=[S:22])[NH:20]3)=[CH:18][CH:19]=2)=[O:9])=[CH:23][CH:24]=1. (4) Given the reactants [OH:1][CH2:2][CH:3]([O:14][CH:15]1[CH2:20][CH2:19][CH2:18][CH2:17][O:16]1)[C:4]1[CH:9]=[CH:8][C:7]([C:10]([CH3:13])([CH3:12])[CH3:11])=[CH:6][CH:5]=1.[H-].[Na+].Cl[C:24]1[C:33]2[C:28](=[CH:29][CH:30]=[CH:31][CH:32]=2)[N:27]=[CH:26][N:25]=1.O, predict the reaction product. The product is: [O:16]1[CH2:17][CH2:18][CH2:19][CH2:20][CH:15]1[O:14][CH:3]([C:4]1[CH:5]=[CH:6][C:7]([C:10]([CH3:13])([CH3:12])[CH3:11])=[CH:8][CH:9]=1)[CH2:2][O:1][C:24]1[C:33]2[C:28](=[CH:29][CH:30]=[CH:31][CH:32]=2)[N:27]=[CH:26][N:25]=1. (5) Given the reactants C([O:8][C:9]1[C:10]2[N:11]([C:16]([C:37]3[CH:42]=[CH:41][CH:40]=[CH:39][CH:38]=3)=[C:17]([C:19]3[CH:24]=[CH:23][C:22]([C:25]4([NH:29][C:30](=[O:36])[O:31][C:32]([CH3:35])([CH3:34])[CH3:33])[CH2:28][CH2:27][CH2:26]4)=[CH:21][CH:20]=3)[N:18]=2)[N:12]=[C:13](Cl)[CH:14]=1)C1C=CC=CC=1.C1[CH2:47][O:46][CH2:45]C1.C(N(CC)CC)C.C[OH:56], predict the reaction product. The product is: [C:32]([O:31][C:30]([NH:29][C:25]1([C:22]2[CH:21]=[CH:20][C:19]([C:17]3[N:18]=[C:10]4[C:9]([OH:8])=[CH:14][C:13]([C:45]([O:46][CH3:47])=[O:56])=[N:12][N:11]4[C:16]=3[C:37]3[CH:42]=[CH:41][CH:40]=[CH:39][CH:38]=3)=[CH:24][CH:23]=2)[CH2:26][CH2:27][CH2:28]1)=[O:36])([CH3:34])([CH3:33])[CH3:35]. (6) The product is: [CH3:21][O:20][C:15]1[CH:16]=[CH:17][CH:18]=[CH:19][C:14]=1[CH2:13][NH:12][C:9]1[CH:10]=[CH:11][C:6]([CH2:5][C:4]([OH:22])=[O:3])=[CH:7][CH:8]=1. Given the reactants C([O:3][C:4](=[O:22])[CH2:5][C:6]1[CH:11]=[CH:10][C:9]([NH:12][CH2:13][C:14]2[CH:19]=[CH:18][CH:17]=[CH:16][C:15]=2[O:20][CH3:21])=[CH:8][CH:7]=1)C.[OH-].[Li+].Cl, predict the reaction product.